This data is from Full USPTO retrosynthesis dataset with 1.9M reactions from patents (1976-2016). The task is: Predict the reactants needed to synthesize the given product. (1) Given the product [CH3:39][C:34]1[CH:33]=[C:32]([CH2:31][CH2:30][NH:29][C:23]2[N:22]=[C:21]([C:17]3[CH:18]=[CH:19][CH:20]=[C:15]([CH2:14][N:11]4[CH2:12][CH2:13][NH:8][CH2:9][C@@H:10]4[CH3:28])[CH:16]=3)[CH:26]=[CH:25][N:24]=2)[CH:37]=[CH:36][C:35]=1[OH:38], predict the reactants needed to synthesize it. The reactants are: C(OC([N:8]1[CH2:13][CH2:12][N:11]([CH2:14][C:15]2[CH:20]=[CH:19][CH:18]=[C:17]([C:21]3[CH:26]=[CH:25][N:24]=[C:23](Cl)[N:22]=3)[CH:16]=2)[C@@H:10]([CH3:28])[CH2:9]1)=O)(C)(C)C.[NH2:29][CH2:30][CH2:31][C:32]1[CH:37]=[CH:36][C:35]([OH:38])=[C:34]([CH3:39])[CH:33]=1. (2) Given the product [ClH:34].[CH3:7][O:6][C:4]([C:3]1[CH:8]=[CH:9][CH:10]=[C:11]2[C:2]=1[NH:1][N:25]=[CH:12]2)=[O:5], predict the reactants needed to synthesize it. The reactants are: [NH2:1][C:2]1[C:11]([CH3:12])=[CH:10][CH:9]=[CH:8][C:3]=1[C:4]([O:6][CH3:7])=[O:5].C(OC(=O)C)(=O)C.C([O-])(=O)C.[K+].[N:25](OCCC(C)C)=O.C(Cl)(Cl)[Cl:34]. (3) Given the product [Cl:1][C:2]1[CH:3]=[CH:4][C:5]([C:39]#[N:40])=[C:6]([C:8]2[C:13]([O:14][CH3:15])=[CH:12][N:11]([CH:16]([CH2:31][CH:32]3[CH2:37][CH2:36][O:35][CH2:34][CH2:33]3)[C:17]([NH:19][C:20]3[CH:30]=[CH:29][C:28]([C:41]([OH:42])=[O:44])=[CH:27][CH:21]=3)=[O:18])[C:10](=[O:38])[CH:9]=2)[CH:7]=1, predict the reactants needed to synthesize it. The reactants are: [Cl:1][C:2]1[CH:3]=[CH:4][C:5]([C:39]#[N:40])=[C:6]([C:8]2[C:13]([O:14][CH3:15])=[CH:12][N:11]([CH:16]([CH2:31][CH:32]3[CH2:37][CH2:36][O:35][CH2:34][CH2:33]3)[C:17]([NH:19][C:20]3[CH:30]=[CH:29][CH:28]=[CH:27][C:21]=3C(OCC)=O)=[O:18])[C:10](=[O:38])[CH:9]=2)[CH:7]=1.[C:41](=[O:44])([O-])[O-:42].[Cs+].[Cs+].